This data is from Reaction yield outcomes from USPTO patents with 853,638 reactions. The task is: Predict the reaction yield, written as a fraction of the theoretical maximum amount of product (1.0 means a 100% yield; for example, 0.34 means a 34% yield). The reactants are C([O:3][C:4]([C:6]1[NH:7][C:8]2[C:13]([C:14]=1[CH3:15])=[CH:12][C:11]([O:16][CH3:17])=[C:10]([C:18]([F:21])([F:20])[F:19])[CH:9]=2)=[O:5])C.[OH-].[K+].Cl. The catalyst is C(O)C.O. The product is [CH3:17][O:16][C:11]1[CH:12]=[C:13]2[C:8](=[CH:9][C:10]=1[C:18]([F:20])([F:21])[F:19])[NH:7][C:6]([C:4]([OH:5])=[O:3])=[C:14]2[CH3:15]. The yield is 0.730.